This data is from Experimentally validated miRNA-target interactions with 360,000+ pairs, plus equal number of negative samples. The task is: Binary Classification. Given a miRNA mature sequence and a target amino acid sequence, predict their likelihood of interaction. (1) The miRNA is mmu-miR-137-3p with sequence UUAUUGCUUAAGAAUACGCGUAG. The protein sequence of the target gene is MDQPSGRSFMQVLCEKYSPENFPYRRGPGVGVHVPATPQGSPMKDRLNLPSVLVLNSCGITCAGDEREIAAFCAHVSELDLSDNKLQDWHEVSKIVSNVPQLEFLNLSSNPLSLSVLERTCAGSFSGVRKLVLNNSKASWETVHTILQELPELEELFLCLNDYETVSCPSVCCHSLKLLHITDNNLQDWTEIRKLGVMFPSLDTLVLANNHLNAIEEPADSLARLFPNLRSISLHKSGLQSWEDIDKLNSFPKLEEVRLLGIPLLQPYTTEERRKLVVARLPSVSKLNGSVVTDGEREDS.... Result: 0 (no interaction). (2) The miRNA is hsa-miR-4798-3p with sequence AACUCACGAAGUAUACCGAAGU. The protein sequence of the target gene is MLPWTALGLALSLRLALARSGAERGPPASAPRGDLMFLLDSSASVSHYEFSRVREFVGQLVAPLPLGTGALRASLVHVGSRPYTEFPFGQHSSGEAAQDAVRASAQRMGDTHTGLALVYAKEQLFAEASGARPGVPKVLVWVTDGGSSDPVGPPMQELKDLGVTVFIVSTGRGNFLELSAAASAPAEKHLHFVDVDDLHIIVQELRGSILDAMRPQQLHATEITSSGFRLAWPPLLTADSGYYVLELVPSAQPGAARRQQLPGNATDWIWAGLDPDTDYDVALVPESNVRLLRPQILRVR.... Result: 0 (no interaction). (3) The miRNA is hsa-miR-1470 with sequence GCCCUCCGCCCGUGCACCCCG. The protein sequence of the target gene is MDNQQDKAIVASANGENTLINGVKENDSEDQDVAMKSFAALEAAAPIQPTPVAQKETLMYPRGLLPLPSKKPCMQSPPSPLGLIEAPEHAANSASVNAISLTSGIAKGLNTWSLPNECEKAPFAIMEPAGMSALNGDCLMQPSRTCLGCFMESKDAVDPEPGISLKVGDLNRDYETCAVSDIGIQCINAGENMKYGEQLLSDQLLGFPLHKSRAGDRRETEKPDIDLEDPAQKSYYEALLLDKCNTEEALLANSNQDWGYFETFISESKIELLDLCSKNELSVNLFSEEDVDNYMFDDDE.... Result: 1 (interaction). (4) The miRNA is hsa-miR-218-5p with sequence UUGUGCUUGAUCUAACCAUGU. Result: 1 (interaction). The protein sequence of the target gene is MMSLSVRPQRRLLSARVNRSQSFAGVLGSHERGPSLSFRSFPVFSPPGPPRKPPALSRVSRMFSVAHPAAKVPQPERLDLVYTALKRGLTAYLEVHQQEQEKLQGQIRESKRNSRLGFLYDLDKQVKSIERFLRRLEFHASKIDELYEAYCVQRRLRDGAYNMVRAYTTGSPGSREARDSLAEATRGHREYTESMCLLESELEAQLGEFHLRMKGLAGFARLCVGDQYEICMKYGRQRWKLRGRIEGSGKQVWDSEETIFLPLLTEFLSIKVTELKGLANHVVVGSVSCETKDLFAALPQ.... (5) The miRNA is hsa-miR-4687-5p with sequence CAGCCCUCCUCCCGCACCCAAA. The protein sequence of the target gene is MLPAALLRRPGLGRLVRHARAYAEAAAAPAAASGPNQMSFTFASPTQVFFNGANVRQVDVPTLTGAFGILAAHVPTLQVLRPGLVVVHAEDGTTSKYFVSSGSIAVNADSSVQLLAEEAVTLDMLDLGAAKANLEKAQAELVGTADEATRAEIQIRIEANEALVKALE. Result: 0 (no interaction). (6) The miRNA is dme-miR-9a-5p with sequence UCUUUGGUUAUCUAGCUGUAUGA. The protein sequence of the target gene is MAAPSPSGGGGSGGGGGTPGPIGPPASGHPAVSSMQGKRKALKLNFANPPVKSTARFTLNPNTTGVQNPHIERLRTHSIESSGKLKISPEQHWDFTAEDLKDLGEIGRGAYGSVNKMVHKPSGQIMAVKRIRSTVDEKEQKQLLMDLDVVMRSSDCPYIVQFYGALFREGDCWICMELMSTSFDKFYKYVYSVLDDVIPEEILGKITLATVKALNHLKENLKIIHRDIKPSNILLDRSGNIKLCDFGISGQLVDSIAKTRDAGCRPYMAPERIDPSASRQGYDVRSDVWSLGITLYELAT.... Result: 0 (no interaction). (7) The miRNA is hsa-miR-632 with sequence GUGUCUGCUUCCUGUGGGA. The protein sequence of the target gene is MAQGAMRFCSEGDCAISPPRCPRRWLPEGPVPQSPPASMYGSTGSLLRRVAGPGPRGRELGRVTAPCTPLRGPPSPRVAPSPWAPSSPTGQPPPGAQSSVVIFRFVEKASVRPLNGLPAPGGLSRSWDLGGVSPPRPTPALGPGSNRKLRLEASTSDPLPARGGSALPGSRNLVHGPPAPPQVGADGLYSSLPNGLGGPPERLATLFGGPADTGFLNQGDTWSSPREVSSHAQRIARAKWEFFYGSLDPPSSGAKPPEQAPPSPPGVGSRQGSGVAVGRAAKYSETDLDTVPLRCYRETD.... Result: 0 (no interaction). (8) The miRNA is hsa-miR-3185 with sequence AGAAGAAGGCGGUCGGUCUGCGG. The protein sequence of the target gene is MFSKFTSILQHAVEALAPSLPLQEDFVYHWKAITHYYIETSDDKAPVTDTNIPSHLEQMLDILVQEENERESGETGPCMEYLLHHKILETLYTLGKADCPPGMKQQVLVFYTKLLGRIRQPLLPHINVHRPVQKLIRLCGEVLATPTENEEIQFLCIVCAKLKQDPYLVNFFLENKMKSLASKGVPNVISEDTLKGQDSLSTDTGQSRQPEELSGATGMEQTELEDEPPHQMDHLSTSLDNLSVTSLPEASVVCPNQDYNLVNSLLNLTRSPDGRIAVKACEGLMLLVSLPEPAAAKCLT.... Result: 1 (interaction).